This data is from Forward reaction prediction with 1.9M reactions from USPTO patents (1976-2016). The task is: Predict the product of the given reaction. (1) Given the reactants [CH2:1]([O:3][C:4](=[O:15])[CH2:5][CH2:6][C:7]1[CH:12]=[CH:11][C:10]([CH2:13]O)=[CH:9][CH:8]=1)[CH3:2].C(N(CC)CC)C.CS([Cl:27])(=O)=O, predict the reaction product. The product is: [CH2:1]([O:3][C:4](=[O:15])[CH2:5][CH2:6][C:7]1[CH:12]=[CH:11][C:10]([CH2:13][Cl:27])=[CH:9][CH:8]=1)[CH3:2]. (2) Given the reactants [F:1][C:2]([F:12])([F:11])[C:3]1[CH:7]=[C:6]([C:8]([OH:10])=O)[NH:5][N:4]=1.Br.[Br:14][CH2:15][CH2:16][CH2:17][NH2:18].C(N(CC)C(C)C)(C)C.F[P-](F)(F)(F)(F)F.N1(OC(N(C)C)=[N+](C)C)C2N=CC=CC=2N=N1.ON1C2N=CC=CC=2N=N1, predict the reaction product. The product is: [Br:14][CH2:15][CH2:16][CH2:17][NH:18][C:8]([C:6]1[NH:5][N:4]=[C:3]([C:2]([F:1])([F:12])[F:11])[CH:7]=1)=[O:10].